Dataset: Full USPTO retrosynthesis dataset with 1.9M reactions from patents (1976-2016). Task: Predict the reactants needed to synthesize the given product. (1) Given the product [CH3:1][O:2][C:3]1[CH:4]=[CH:5][C:6]([C:9]2([CH3:17])[NH:14][CH:13]([CH2:15][NH2:16])[CH2:12][O:11][CH2:10]2)=[CH:7][CH:8]=1, predict the reactants needed to synthesize it. The reactants are: [CH3:1][O:2][C:3]1[CH:8]=[CH:7][C:6]([C:9]2([CH3:17])[NH:14][CH:13]([C:15]#[N:16])[CH2:12][O:11][CH2:10]2)=[CH:5][CH:4]=1. (2) Given the product [NH2:1][C:2]1[N:7]=[C:6]([C:8]2[O:9][CH:10]=[CH:11][CH:12]=2)[C:5]([C:13]2[CH:14]=[CH:15][C:16](=[O:19])[N:17]([CH2:26][CH2:27][CH3:28])[CH:18]=2)=[CH:4][N:3]=1, predict the reactants needed to synthesize it. The reactants are: [NH2:1][C:2]1[N:7]=[C:6]([C:8]2[O:9][CH:10]=[CH:11][CH:12]=2)[C:5]([C:13]2[CH:14]=[CH:15][C:16](=[O:19])[NH:17][CH:18]=2)=[CH:4][N:3]=1.C(=O)([O-])[O-].[K+].[K+].[CH2:26](I)[CH2:27][CH3:28]. (3) Given the product [C:33]([NH:1][C@H:2]([C:27]1[CH:32]=[CH:31][CH:30]=[CH:29][CH:28]=1)[CH2:3][CH2:4][NH:5][C:6]1[N:11]([CH3:12])[C:10](=[O:13])[C:9]([C:14]2[CH:15]=[CH:16][C:17]([F:20])=[CH:18][CH:19]=2)=[C:8]([C:21]2[CH:26]=[CH:25][N:24]=[CH:23][CH:22]=2)[N:7]=1)(=[O:35])[CH3:34], predict the reactants needed to synthesize it. The reactants are: [NH2:1][C@H:2]([C:27]1[CH:32]=[CH:31][CH:30]=[CH:29][CH:28]=1)[CH2:3][CH2:4][NH:5][C:6]1[N:11]([CH3:12])[C:10](=[O:13])[C:9]([C:14]2[CH:19]=[CH:18][C:17]([F:20])=[CH:16][CH:15]=2)=[C:8]([C:21]2[CH:26]=[CH:25][N:24]=[CH:23][CH:22]=2)[N:7]=1.[C:33](OC(=O)C)(=[O:35])[CH3:34]. (4) Given the product [Cl:17][C:14]1[CH:15]=[CH:16][C:8]2[CH2:7][CH2:6][NH:5][CH2:11][CH:10]([CH3:12])[C:9]=2[CH:13]=1, predict the reactants needed to synthesize it. The reactants are: FC(F)(F)C([N:5]1[CH2:11][CH:10]([CH3:12])[C:9]2[CH:13]=[C:14]([Cl:17])[CH:15]=[CH:16][C:8]=2[CH2:7][CH2:6]1)=O.[OH-].[Na+]. (5) The reactants are: [F:1][C:2]1[C:7]([C:8]2[CH:13]=[CH:12][CH:11]=[C:10]([CH3:14])[CH:9]=2)=[C:6]([C@:15]([C@@H:23]2[CH2:28][CH2:27][CH2:26][N:25]([C:29]([NH:31][C@H:32]3[CH2:37][CH2:36][CH2:35][N:34](C(OC(C)(C)C)=O)[CH2:33]3)=[O:30])[CH2:24]2)([OH:22])[CH2:16][CH2:17][CH2:18][CH2:19][O:20][CH3:21])[CH:5]=[CH:4][CH:3]=1. Given the product [F:1][C:2]1[C:7]([C:8]2[CH:13]=[CH:12][CH:11]=[C:10]([CH3:14])[CH:9]=2)=[C:6]([C@:15]([C@@H:23]2[CH2:28][CH2:27][CH2:26][N:25]([C:29]([NH:31][CH:32]3[CH2:37][CH2:36][CH2:35][NH:34][CH2:33]3)=[O:30])[CH2:24]2)([OH:22])[CH2:16][CH2:17][CH2:18][CH2:19][O:20][CH3:21])[CH:5]=[CH:4][CH:3]=1, predict the reactants needed to synthesize it.